From a dataset of Catalyst prediction with 721,799 reactions and 888 catalyst types from USPTO. Predict which catalyst facilitates the given reaction. (1) Product: [C:17]1([C:16]2[C:10]3[N:9]=[CH:8][N:7]([CH:1]4[CH2:6][CH2:5][O:36][CH2:3][CH2:2]4)[C:12](=[O:13])[C:11]=3[S:14][CH:15]=2)[CH:22]=[CH:21][CH:20]=[CH:19][CH:18]=1. The catalyst class is: 15. Reactant: [C:1]1([N:7]2[C:12](=[O:13])[C:11]3[S:14][CH:15]=[C:16]([C:17]4[CH:22]=[CH:21][CH:20]=[CH:19][CH:18]=4)[C:10]=3[N:9]=[CH:8]2)[CH:6]=[CH:5]C=[CH:3][CH:2]=1.NC1C(C2C=CC=CC=2)=CSC=1C(OC)=[O:36].C(OCC)(OCC)OCC.NC1CCOCC1. (2) Reactant: [Br:1][C:2]1[CH:17]=[CH:16][C:5]2[C:6]3[N:7]=[C:8]([C:14]#[N:15])[S:9][C:10]=3[CH2:11][CH2:12][O:13][C:4]=2[CH:3]=1.C[O-].[Na+].CO[CH:23](OC)[CH2:24][NH2:25].C(O)(=O)C.Cl. Product: [Br:1][C:2]1[CH:17]=[CH:16][C:5]2[C:6]3[N:7]=[C:8]([C:14]4[NH:25][CH:24]=[CH:23][N:15]=4)[S:9][C:10]=3[CH2:11][CH2:12][O:13][C:4]=2[CH:3]=1. The catalyst class is: 24. (3) Reactant: [Br:1][C:2]1[CH:10]=[C:9]2[C:5]([C:6]([CH3:11])=[N:7][NH:8]2)=[CH:4][CH:3]=1.[C:12]1([CH3:22])[CH:17]=[CH:16][C:15]([S:18](Cl)(=[O:20])=[O:19])=[CH:14][CH:13]=1.[H-].[Na+]. Product: [Br:1][C:2]1[CH:10]=[C:9]2[C:5]([C:6]([CH3:11])=[N:7][N:8]2[S:18]([C:15]2[CH:16]=[CH:17][C:12]([CH3:22])=[CH:13][CH:14]=2)(=[O:20])=[O:19])=[CH:4][CH:3]=1. The catalyst class is: 12.